Dataset: Full USPTO retrosynthesis dataset with 1.9M reactions from patents (1976-2016). Task: Predict the reactants needed to synthesize the given product. (1) Given the product [C:41]([S:43][CH2:25][C@H:13]1[N:12]([CH2:11][CH:10]([C:5]2[CH:6]=[CH:7][C:8]([F:9])=[C:3]([C:1]#[N:2])[C:4]=2[CH3:28])[OH:27])[CH2:17][CH2:16][N:15]([C:18]([O:20][C:21]([CH3:23])([CH3:24])[CH3:22])=[O:19])[CH2:14]1)(=[O:44])[CH3:42], predict the reactants needed to synthesize it. The reactants are: [C:1]([C:3]1[C:4]([CH3:28])=[C:5]([CH:10]([OH:27])[CH2:11][N:12]2[CH2:17][CH2:16][N:15]([C:18]([O:20][C:21]([CH3:24])([CH3:23])[CH3:22])=[O:19])[CH2:14][C@H:13]2[CH2:25]O)[CH:6]=[CH:7][C:8]=1[F:9])#[N:2].C(N(CC)CC)C.S(Cl)(C)(=O)=O.[C:41]([O-:44])(=[S:43])[CH3:42].[K+]. (2) Given the product [C:36]([O:16][C:12]1[CH:11]=[C:10]([C@H:9]2[CH2:8][CH2:7][N:6]([C:17]([O:19][C:20]([CH3:22])([CH3:21])[CH3:23])=[O:18])[CH2:5][C@@H:4]2[NH:3][CH2:1][CH3:2])[CH:15]=[CH:14][CH:13]=1)(=[O:43])[C:37]1[CH:42]=[CH:41][CH:40]=[CH:39][CH:38]=1, predict the reactants needed to synthesize it. The reactants are: [CH2:1]([NH:3][C@@H:4]1[C@@H:9]([C:10]2[CH:15]=[CH:14][CH:13]=[C:12]([OH:16])[CH:11]=2)[CH2:8][CH2:7][N:6]([C:17]([O:19][C:20]([CH3:23])([CH3:22])[CH3:21])=[O:18])[CH2:5]1)[CH3:2].Cl.CN(C)CCCN=C=NCC.[C:36](O)(=[O:43])[C:37]1[CH:42]=[CH:41][CH:40]=[CH:39][CH:38]=1.[Cl-].[NH4+]. (3) Given the product [CH3:18][N:17]([CH3:19])[CH:8]1[C:9]2[S:13][C:12]([C:14]([NH2:16])=[O:15])=[N:11][C:10]=2[C:4]2[CH:3]=[C:2]([C:32]#[C:31][C:29]([OH:33])([C:24]3[CH:25]=[CH:26][CH:27]=[CH:28][N:23]=3)[CH3:30])[C:21]([F:22])=[CH:20][C:5]=2[O:6][CH2:7]1, predict the reactants needed to synthesize it. The reactants are: Br[C:2]1[C:21]([F:22])=[CH:20][C:5]2[O:6][CH2:7][CH:8]([N:17]([CH3:19])[CH3:18])[C:9]3[S:13][C:12]([C:14]([NH2:16])=[O:15])=[N:11][C:10]=3[C:4]=2[CH:3]=1.[N:23]1[CH:28]=[CH:27][CH:26]=[CH:25][C:24]=1[C:29]([OH:33])([C:31]#[CH:32])[CH3:30]. (4) Given the product [Cl:6][C:7]1[CH:8]=[C:9]([CH:13]([NH:25][C:23](=[O:20])[CH3:24])[CH2:14][CH2:15][N:16]([CH3:18])[CH3:17])[CH:10]=[CH:11][CH:12]=1, predict the reactants needed to synthesize it. The reactants are: S(=O)(=O)(O)O.[Cl:6][C:7]1[CH:8]=[C:9]([CH:13](O)[CH2:14][CH2:15][N:16]([CH3:18])[CH3:17])[CH:10]=[CH:11][CH:12]=1.[OH2:20].[OH-].[Na+].[C:23](#[N:25])[CH3:24]. (5) Given the product [F:20][C:18]1[CH:19]=[C:2]([B:25]2[O:26][C:27]([CH3:29])([CH3:28])[C:23]([CH3:39])([CH3:22])[O:24]2)[CH:3]=[C:4]([F:21])[C:5]=1[O:6][C:7]1[N:17]=[CH:16][CH:15]=[CH:14][C:8]=1[C:9]([O:11][CH2:12][CH3:13])=[O:10], predict the reactants needed to synthesize it. The reactants are: Br[C:2]1[CH:19]=[C:18]([F:20])[C:5]([O:6][C:7]2[N:17]=[CH:16][CH:15]=[CH:14][C:8]=2[C:9]([O:11][CH2:12][CH3:13])=[O:10])=[C:4]([F:21])[CH:3]=1.[CH3:22][C:23]1([CH3:39])[C:27]([CH3:29])([CH3:28])[O:26][B:25]([B:25]2[O:26][C:27]([CH3:29])([CH3:28])[C:23]([CH3:39])([CH3:22])[O:24]2)[O:24]1.C([O-])(=O)C.[K+].